Task: Binary Classification. Given a miRNA mature sequence and a target amino acid sequence, predict their likelihood of interaction.. Dataset: Experimentally validated miRNA-target interactions with 360,000+ pairs, plus equal number of negative samples (1) The miRNA is hsa-miR-659-3p with sequence CUUGGUUCAGGGAGGGUCCCCA. The protein sequence of the target gene is MSLFLRKRCLCLGFLLFHLLSQVSASLRCPSRCPPKCPSISPTCAPGVRSVLDGCSCCPVCARQRGESCSEMRPCDQSSGLYCDRSADPNNQTGICMVPEGDNCVFDGVIYRNGEKFEPNCQYFCTCRDGQIGCLPRCQLDVLLPGPDCPAPRKVAVPGECCEKWTCGSDEQGTQGTLGGLALPAYRPEATVGVEVSDSSINCIEQTTEWSACSKSCGMGVSTRVTNRNRQCEMVKQTRLCIVRPCEQEPEEVTDKKGKKCLRTKKSLKAIHLQFENCTSLYTYKPRFCGVCSDGRCCTP.... Result: 0 (no interaction). (2) The miRNA is hsa-miR-31-5p with sequence AGGCAAGAUGCUGGCAUAGCU. The protein sequence of the target gene is MEEETHTDAKIRAENGTGSSPRGPGCSLRHFACEQNLLSRPDGSASFLQGDTSVLAGVYGPAEVKVSKEIFNKATLEVILRPKIGLPGVAEKSRERLIRNTCEAVVLGTLHPRTSITVVLQVVSDAGSLLACCLNAACMALVDAGVPMRALFCGVACALDSDGTLVLDPTSKQEKEARAVLTFALDSVERKLLMSSTKGLYSDTELQQCLAAAQAASQHVFRFYRESLQRRYSKS. Result: 1 (interaction).